Dataset: Human Reference Interactome with 51,813 positive PPI pairs across 8,248 proteins, plus equal number of experimentally-validated negative pairs. Task: Binary Classification. Given two protein amino acid sequences, predict whether they physically interact or not. (1) Result: 1 (the proteins interact). Protein 1 (ENSG00000198467) has sequence MDAIKKKMQMLKLDKENAIDRAEQAEADKKQAEDRCKQLEEEQQALQKKLKGTEDEVEKYSESVKEAQEKLEQAEKKATDAEADVASLNRRIQLVEEELDRAQERLATALQKLEEAEKAADESERGMKVIENRAMKDEEKMELQEMQLKEAKHIAEDSDRKYEEVARKLVILEGELERSEERAEVAESKCGDLEEELKIVTNNLKSLEAQADKYSTKEDKYEEEIKLLEEKLKEAETRAEFAERSVAKLEKTIDDLEETLASAKEENVEIHQTLDQTLLELNNL*MDAIKKKMQMLKLDK.... Protein 2 (ENSG00000198467) has sequence MDAIKKKMQMLKLDKENAIDRAEQAEADKKQAEDRCKQLEEEQQALQKKLKGTEDEVEKYSESVKEAQEKLEQAEKKATDAEADVASLNRRIQLVEEELDRAQERLATALQKLEEAEKAADESERGMKVIENRAMKDEEKMELQEMQLKEAKHIAEDSDRKYEEVARKLVILEGELERSEERAEVAESKCGDLEEELKIVTNNLKSLEAQADKYSTKEDKYEEEIKLLEEKLKEAETRAEFAERSVAKLEKTIDDLEETLASAKEENVEIHQTLDQTLLELNNL*MDAIKKKMQMLKLDK.... (2) Protein 1 (ENSG00000111676) has sequence MKTRQNKDSMSMRSGRKKEAPGPREELRSRGRASPGGVSTSSSDGKAEKSRQTAKKARVEEASTPKVNKQGRSEEISESESEETNAPKKTKTEQELPRPQSPSDLDSLDGRSLNDDGSSDPRDIDQDNRSTSPSIYSPGSVENDSDSSSGLSQGPARPYHPPPLFPPSPQPPDSTPRQPEASFEPHPSVTPTGYHAPMEPPTSRMFQAPPGAPPPHPQLYPGGTGGVLSGPPMGPKGGGAASSVGGPNGGKQHPPPTTPISVSSSGASGAPPTKPPTTPVGGGNLPSAPPPANFPHVTPN.... Protein 2 (ENSG00000176244) has sequence MALQADFDRAAEDVRKLKARPDDGELKELYGLYKQAIVGDINIACPGMLDLKGKAKWEAWNLKKGLSTEDATSAYISKAKELIEKYGI*. Result: 0 (the proteins do not interact).